Dataset: Full USPTO retrosynthesis dataset with 1.9M reactions from patents (1976-2016). Task: Predict the reactants needed to synthesize the given product. (1) The reactants are: C([O:3][C:4](=[O:19])[C@@H:5]([O:17][CH3:18])[CH2:6][C:7]1[CH:12]=[CH:11][C:10]([C:13](=[O:16])[CH2:14]Br)=[CH:9][CH:8]=1)C.[C:20]1([C:26]2[CH:31]=[CH:30][C:29]([OH:32])=[CH:28][CH:27]=2)[CH:25]=[CH:24][CH:23]=[CH:22][CH:21]=1.C([O-])([O-])=O.[K+].[K+].CO. Given the product [C:26]1([C:20]2[CH:25]=[CH:24][CH:23]=[CH:22][CH:21]=2)[CH:27]=[CH:28][C:29]([O:32][CH2:14][C:13]([C:10]2[CH:9]=[CH:8][C:7]([CH2:6][C@H:5]([O:17][CH3:18])[C:4]([OH:3])=[O:19])=[CH:12][CH:11]=2)=[O:16])=[CH:30][CH:31]=1, predict the reactants needed to synthesize it. (2) The reactants are: Cl[C:2]1[CH:7]=[C:6]([N:8]2[CH2:13][CH2:12][N:11]([CH3:14])[CH2:10][CH2:9]2)[N:5]=[C:4]([NH2:15])[N:3]=1.[CH2:16]1[C:25]2[C:20](=[CH:21][CH:22]=[C:23]([C:26]#[N:27])[CH:24]=2)[CH2:19][CH2:18][NH:17]1. Given the product [NH2:15][C:4]1[N:3]=[C:2]([N:17]2[CH2:18][CH2:19][C:20]3[C:25](=[CH:24][C:23]([C:26]#[N:27])=[CH:22][CH:21]=3)[CH2:16]2)[CH:7]=[C:6]([N:8]2[CH2:13][CH2:12][N:11]([CH3:14])[CH2:10][CH2:9]2)[N:5]=1, predict the reactants needed to synthesize it. (3) The reactants are: [CH3:1][N:2]1[CH2:6][CH2:5][CH:4]([OH:7])[CH2:3]1.[H-].[Na+].Cl[C:11]1[C:12]2[N:13]([CH:32]=[CH:33][N:34]=2)[C:14]([C:25]2[CH:30]=[CH:29][C:28]([CH3:31])=[CH:27][CH:26]=2)=[C:15]([C:17]2[CH:24]=[CH:23][C:20]([C:21]#[N:22])=[CH:19][CH:18]=2)[N:16]=1. Given the product [CH3:31][C:28]1[CH:27]=[CH:26][C:25]([C:14]2[N:13]3[CH:32]=[CH:33][N:34]=[C:12]3[C:11]([O:7][CH:4]3[CH2:5][CH2:6][N:2]([CH3:1])[CH2:3]3)=[N:16][C:15]=2[C:17]2[CH:24]=[CH:23][C:20]([C:21]#[N:22])=[CH:19][CH:18]=2)=[CH:30][CH:29]=1, predict the reactants needed to synthesize it.